Dataset: Catalyst prediction with 721,799 reactions and 888 catalyst types from USPTO. Task: Predict which catalyst facilitates the given reaction. (1) Reactant: C([BH3-])#N.[Na+].[ClH:5].[OH:6][CH2:7][CH:8]([NH:11][CH2:12][C:13]1[C:17]2[N:18]=[CH:19][NH:20][C:21](=[O:22])[C:16]=2[NH:15][CH:14]=1)[CH2:9][OH:10].[O:23]1CC(O)O[CH2:25][CH:24]1O. Product: [ClH:5].[OH:22][C:21]1[C:16]2[NH:15][CH:14]=[C:13]([CH2:12][N:11]([CH2:25][CH2:24][OH:23])[CH:8]([CH2:7][OH:6])[CH2:9][OH:10])[C:17]=2[N:18]=[CH:19][N:20]=1. The catalyst class is: 5. (2) Reactant: [O:1]1[CH:6]([C:7]([N:9]2[CH2:14][CH2:13][N:12]([C:15]3[N:25]=[CH:24][CH:23]=[CH:22][C:16]=3[C:17](OCC)=[O:18])[CH2:11][CH2:10]2)=O)[CH2:5][O:4][C:3]2[CH:26]=[CH:27][CH:28]=[CH:29][C:2]1=2.[H-].[H-].[H-].[H-].[Li+].[Al+3]. Product: [O:1]1[CH:6]([CH2:7][N:9]2[CH2:10][CH2:11][N:12]([C:15]3[C:16]([CH2:17][OH:18])=[CH:22][CH:23]=[CH:24][N:25]=3)[CH2:13][CH2:14]2)[CH2:5][O:4][C:3]2[CH:26]=[CH:27][CH:28]=[CH:29][C:2]1=2. The catalyst class is: 1. (3) Reactant: [CH2:1]([O:8][N:9]1[C:14]2[N:15]=[CH:16][N:17]=[C:18]([C:19]3[CH:24]=[CH:23][CH:22]=[CH:21][CH:20]=3)[C:13]=2[C:12]([OH:25])=[C:11](C(OCC)=O)[C:10]1=[O:31])[C:2]1[CH:7]=[CH:6][CH:5]=[CH:4][CH:3]=1.Cl.O1CCOCC1.C(OCC)(=O)C. Product: [CH2:1]([O:8][N:9]1[C:14]2[N:15]=[CH:16][N:17]=[C:18]([C:19]3[CH:24]=[CH:23][CH:22]=[CH:21][CH:20]=3)[C:13]=2[C:12]([OH:25])=[CH:11][C:10]1=[O:31])[C:2]1[CH:7]=[CH:6][CH:5]=[CH:4][CH:3]=1. The catalyst class is: 6.